From a dataset of Full USPTO retrosynthesis dataset with 1.9M reactions from patents (1976-2016). Predict the reactants needed to synthesize the given product. (1) The reactants are: [CH2:1]([N:8]([CH2:17][C:18]1[CH:23]=[CH:22][CH:21]=[CH:20][CH:19]=1)[C:9]1[CH:10]=[CH:11][C:12]([CH:15]=O)=[N:13][CH:14]=1)[C:2]1[CH:7]=[CH:6][CH:5]=[CH:4][CH:3]=1.[CH3:24][O:25][CH2:26][CH2:27][NH2:28].C(O[BH-](OC(=O)C)OC(=O)C)(=O)C.[Na+].C([O-])(O)=O.[Na+]. Given the product [CH2:17]([N:8]([CH2:1][C:2]1[CH:7]=[CH:6][CH:5]=[CH:4][CH:3]=1)[C:9]1[CH:14]=[N:13][C:12]([CH2:15][NH:28][CH2:27][CH2:26][O:25][CH3:24])=[CH:11][CH:10]=1)[C:18]1[CH:19]=[CH:20][CH:21]=[CH:22][CH:23]=1, predict the reactants needed to synthesize it. (2) Given the product [C:19]1([C:4]2([C:19]3[CH:24]=[CH:23][CH:22]=[CH:21][CH:20]=3)[CH2:5][CH2:6][NH:1][CH2:2][CH2:3]2)[CH:24]=[CH:23][CH:22]=[CH:21][CH:20]=1, predict the reactants needed to synthesize it. The reactants are: [NH:1]1[CH2:6][CH2:5][C:4](O)(O)[CH2:3][CH2:2]1.S(O)(C(F)(F)F)(=O)=O.[OH-].[Na+].[CH:19]1[CH:24]=[CH:23][CH:22]=[CH:21][CH:20]=1. (3) Given the product [CH:24]12[CH2:33][CH:28]3[CH2:29][CH:30]([CH2:32][CH:26]([CH2:27]3)[CH:25]1[CH:34]([O:45][CH2:46][C:47]1[CH:52]=[CH:51][CH:50]=[CH:49][CH:48]=1)[C:35]1[CH:43]=[CH:42][C:38]([C:39]([NH:65][S:62]([CH3:61])(=[O:64])=[O:63])=[O:40])=[CH:37][C:36]=1[Cl:44])[CH2:31]2, predict the reactants needed to synthesize it. The reactants are: C12(COC3C(I)=CC(C(O)=O)=C(F)C=3)CC3CC(CC(C3)C1)C2.[CH:24]12[CH2:33][CH:28]3[CH2:29][CH:30]([CH2:32][CH:26]([CH2:27]3)[CH:25]1[CH:34]([O:45][CH2:46][C:47]1[CH:52]=[CH:51][CH:50]=[CH:49][CH:48]=1)[C:35]1[CH:43]=[CH:42][C:38]([C:39](O)=[O:40])=[CH:37][C:36]=1[Cl:44])[CH2:31]2.N1(S(N)(=O)=O)CCC1.[CH3:61][S:62]([NH2:65])(=[O:64])=[O:63]. (4) Given the product [CH3:1][CH:2]1[CH2:7][CH2:6][C:5]([N:9]2[CH2:14][CH2:13][O:12][CH2:11][CH2:10]2)=[CH:4][CH2:3]1, predict the reactants needed to synthesize it. The reactants are: [CH3:1][CH:2]1[CH2:7][CH2:6][C:5](=O)[CH2:4][CH2:3]1.[NH:9]1[CH2:14][CH2:13][O:12][CH2:11][CH2:10]1. (5) Given the product [CH2:23]([O:30][C:31]1[CH:36]=[CH:35][C:34]([C:2]2[CH:7]=[CH:6][C:5](/[CH:8]=[CH:9]/[C:10]3[NH:11][CH:12]=[C:13]([C:15]4[CH:20]=[CH:19][C:18]([Cl:21])=[CH:17][C:16]=4[Cl:22])[N:14]=3)=[CH:4][CH:3]=2)=[CH:33][C:32]=1[F:40])[C:24]1[CH:25]=[CH:26][CH:27]=[CH:28][CH:29]=1, predict the reactants needed to synthesize it. The reactants are: Br[C:2]1[CH:7]=[CH:6][C:5](/[CH:8]=[CH:9]/[C:10]2[NH:11][CH:12]=[C:13]([C:15]3[CH:20]=[CH:19][C:18]([Cl:21])=[CH:17][C:16]=3[Cl:22])[N:14]=2)=[CH:4][CH:3]=1.[CH2:23]([O:30][C:31]1[CH:36]=[CH:35][C:34](B(O)O)=[CH:33][C:32]=1[F:40])[C:24]1[CH:29]=[CH:28][CH:27]=[CH:26][CH:25]=1. (6) Given the product [C:35]([C:34]1[C:33]2[CH:38]=[C:39]([O:47][CH:48]([CH3:50])[CH3:49])[C:40]([NH:42][S:43]([CH3:46])(=[O:45])=[O:44])=[CH:41][C:32]=2[O:31][C:30]=1[C:27]1[CH:26]=[CH:25][C:24]([F:23])=[CH:29][CH:28]=1)#[N:37], predict the reactants needed to synthesize it. The reactants are: FC(F)(F)C(OC(=O)C(F)(F)F)=O.CCN(C(C)C)C(C)C.[F:23][C:24]1[CH:29]=[CH:28][C:27]([C:30]2[O:31][C:32]3[CH:41]=[C:40]([NH:42][S:43]([CH3:46])(=[O:45])=[O:44])[C:39]([O:47][CH:48]([CH3:50])[CH3:49])=[CH:38][C:33]=3[C:34]=2[C:35]([NH2:37])=O)=[CH:26][CH:25]=1. (7) Given the product [Cl:1][C:2]1[CH:10]=[CH:9][C:8]2[N:7]([CH2:20][C:21]([C:24]3[CH:25]=[N:26][CH:27]=[CH:28][CH:29]=3)([OH:22])[CH3:23])[C:6]3[CH2:11][CH2:12][N:13]4[CH:17]([C:5]=3[C:4]=2[CH:3]=1)[CH2:16][CH2:15][CH2:14]4, predict the reactants needed to synthesize it. The reactants are: [Cl:1][C:2]1[CH:10]=[CH:9][C:8]2[NH:7][C:6]3[CH2:11][CH2:12][N:13]4[CH:17]([C:5]=3[C:4]=2[CH:3]=1)[CH2:16][CH2:15][CH2:14]4.[H-].[Na+].[CH3:20][C:21]1([C:24]2[CH:25]=[N:26][CH:27]=[CH:28][CH:29]=2)[CH2:23][O:22]1.